This data is from Forward reaction prediction with 1.9M reactions from USPTO patents (1976-2016). The task is: Predict the product of the given reaction. (1) Given the reactants [F:1][CH:2]([F:16])[C:3]1([C:9]2[C:10](F)=[N:11][CH:12]=[CH:13][CH:14]=2)[CH2:8][CH2:7][O:6][CH2:5][CH2:4]1.C(=O)([O-])[O-].[Cs+].[Cs+].[NH:23]1[C:27]2[CH:28]=[CH:29][CH:30]=[CH:31][C:26]=2[N:25]=[C:24]1[C:32]([C:34]1[CH:39]=[CH:38][C:37]([OH:40])=[CH:36][CH:35]=1)=[O:33], predict the reaction product. The product is: [NH:23]1[C:27]2[CH:28]=[CH:29][CH:30]=[CH:31][C:26]=2[N:25]=[C:24]1[C:32]([C:34]1[CH:39]=[CH:38][C:37]([O:40][C:10]2[C:9]([C:3]3([CH:2]([F:16])[F:1])[CH2:8][CH2:7][O:6][CH2:5][CH2:4]3)=[CH:14][CH:13]=[CH:12][N:11]=2)=[CH:36][CH:35]=1)=[O:33]. (2) Given the reactants [S:1]1[CH2:7][C:5](=[O:6])[NH:4][C:2]1=[S:3].[CH:8]1[C:13]([CH:14]=O)=[CH:12][C:11]2[O:16][CH2:17][O:18][C:10]=2[CH:9]=1, predict the reaction product. The product is: [O:18]1[C:10]2[CH:9]=[CH:8][C:13]([CH:14]=[C:7]3[S:1][C:2](=[S:3])[NH:4][C:5]3=[O:6])=[CH:12][C:11]=2[O:16][CH2:17]1. (3) The product is: [CH3:17][C:18]1[CH:27]=[CH:26][C:25]2[C:20](=[CH:21][CH:22]=[C:23]([CH2:28][C:29]3[N:13]4[N:14]=[C:9]([C:3]5[CH:4]=[CH:5][CH:6]=[CH:7][CH:8]=5)[CH:10]=[CH:11][C:12]4=[N:15][N:16]=3)[CH:24]=2)[N:19]=1. Given the reactants Cl.Cl.[C:3]1([C:9]2[N:14]=[N:13][C:12]([NH:15][NH2:16])=[CH:11][CH:10]=2)[CH:8]=[CH:7][CH:6]=[CH:5][CH:4]=1.[CH3:17][C:18]1[CH:27]=[CH:26][C:25]2[C:20](=[CH:21][CH:22]=[C:23]([CH2:28][C:29](O)=O)[CH:24]=2)[N:19]=1.Cl.CN(C)CCCN=C=NCC.O.ON1C2C=CC=CC=2N=N1.C(=O)([O-])[O-].[K+].[K+], predict the reaction product. (4) Given the reactants [CH2:1]1[C:9]2[C:4](=[CH:5][CH:6]=[CH:7][CH:8]=2)[CH2:3][N:2]1[N:10]([CH3:46])[C:11](=[O:45])[CH2:12][N:13]([C:30]1[CH:35]=[CH:34][C:33](B2OCC(C)(C)CO2)=[CH:32][C:31]=1[CH3:44])[CH2:14][C:15]([NH:17][CH2:18][CH2:19][N:20]([C:23]([O:25][C:26]([CH3:29])([CH3:28])[CH3:27])=[O:24])[CH2:21][CH3:22])=[O:16].[CH3:47][O:48][C:49](=[O:57])[C:50]1[CH:55]=[CH:54][C:53](Br)=[N:52][CH:51]=1.P([O-])([O-])([O-])=O.[K+].[K+].[K+], predict the reaction product. The product is: [CH2:1]1[C:9]2[C:4](=[CH:5][CH:6]=[CH:7][CH:8]=2)[CH2:3][N:2]1[N:10]([CH3:46])[C:11](=[O:45])[CH2:12][N:13]([C:30]1[CH:35]=[CH:34][C:33]([C:53]2[CH:54]=[CH:55][C:50]([C:49]([O:48][CH3:47])=[O:57])=[CH:51][N:52]=2)=[CH:32][C:31]=1[CH3:44])[CH2:14][C:15]([NH:17][CH2:18][CH2:19][N:20]([C:23]([O:25][C:26]([CH3:28])([CH3:27])[CH3:29])=[O:24])[CH2:21][CH3:22])=[O:16]. (5) Given the reactants [Cl:1][C:2]1[C:3](=[O:27])[N:4]([C:10]2[CH:15]=[C:14]([C:16]3[CH:21]=[CH:20][N:19]=[C:18]([C:22]([OH:25])([CH3:24])[CH3:23])[N:17]=3)[CH:13]=[CH:12][C:11]=2[CH3:26])[C:5]([CH3:9])=[N:6][C:7]=1[OH:8].Cl[CH2:29][C:30]1[CH:35]=[C:34]([CH3:36])[C:33]([F:37])=[CH:32][C:31]=1[F:38].C(=O)([O-])[O-].[K+].[K+].C1OCCOCCOCCOCCOCCOC1, predict the reaction product. The product is: [Cl:1][C:2]1[C:3](=[O:27])[N:4]([C:10]2[CH:15]=[C:14]([C:16]3[CH:21]=[CH:20][N:19]=[C:18]([C:22]([OH:25])([CH3:23])[CH3:24])[N:17]=3)[CH:13]=[CH:12][C:11]=2[CH3:26])[C:5]([CH3:9])=[N:6][C:7]=1[O:8][CH2:29][C:30]1[CH:35]=[C:34]([CH3:36])[C:33]([F:37])=[CH:32][C:31]=1[F:38]. (6) Given the reactants [Br:1][C:2]1[CH:7]=[CH:6][C:5]([NH:8][C:9](=O)[C:10]2[CH:15]=[CH:14][C:13]([C:16]([F:19])([F:18])[F:17])=[CH:12][CH:11]=2)=[C:4]([OH:21])[CH:3]=1.C1(C)C=CC(S(O)(=O)=O)=CC=1, predict the reaction product. The product is: [Br:1][C:2]1[CH:7]=[CH:6][C:5]2[N:8]=[C:9]([C:10]3[CH:11]=[CH:12][C:13]([C:16]([F:17])([F:18])[F:19])=[CH:14][CH:15]=3)[O:21][C:4]=2[CH:3]=1. (7) Given the reactants [Cl:1][C:2]1[N:7]=[C:6](Cl)[CH:5]=[C:4]([C:9]2[CH:14]=[CH:13][CH:12]=[CH:11][CH:10]=2)[N:3]=1.[C:15]([NH2:19])([CH3:18])([CH3:17])[CH3:16], predict the reaction product. The product is: [C:15]([NH:19][C:6]1[CH:5]=[C:4]([C:9]2[CH:14]=[CH:13][CH:12]=[CH:11][CH:10]=2)[N:3]=[C:2]([Cl:1])[N:7]=1)([CH3:18])([CH3:17])[CH3:16]. (8) Given the reactants C([O-])([O-])=O.[K+].[K+].Br[CH:8]([C:14]1[CH:19]=[CH:18][CH:17]=[CH:16][N:15]=1)[C:9]([O:11][CH2:12][CH3:13])=[O:10].[C:20]([O:24][C:25]([N:27]1[CH2:32][CH2:31][NH:30][CH2:29][CH2:28]1)=[O:26])([CH3:23])([CH3:22])[CH3:21], predict the reaction product. The product is: [CH2:12]([O:11][C:9](=[O:10])[CH:8]([N:30]1[CH2:29][CH2:28][N:27]([C:25]([O:24][C:20]([CH3:23])([CH3:22])[CH3:21])=[O:26])[CH2:32][CH2:31]1)[C:14]1[CH:19]=[CH:18][CH:17]=[CH:16][N:15]=1)[CH3:13]. (9) Given the reactants C(OC(=O)[NH:10][CH2:11][C:12]1[S:13][CH:14]=[C:15]([C:17]2[CH:18]=[C:19]3[C:23](=[CH:24][CH:25]=2)[N:22]([CH3:26])[C:21]2[N:27]([CH3:40])[C:28](=[O:39])[C:29]([C:31]4[CH:36]=[CH:35][C:34]([Cl:37])=[CH:33][C:32]=4[Cl:38])=[CH:30][C:20]3=2)[N:16]=1)C1C=CC=CC=1.C1(SC)C=CC=CC=1.C([O-])([O-])=O.[K+].[K+], predict the reaction product. The product is: [NH2:10][CH2:11][C:12]1[S:13][CH:14]=[C:15]([C:17]2[CH:18]=[C:19]3[C:23](=[CH:24][CH:25]=2)[N:22]([CH3:26])[C:21]2[N:27]([CH3:40])[C:28](=[O:39])[C:29]([C:31]4[CH:36]=[CH:35][C:34]([Cl:37])=[CH:33][C:32]=4[Cl:38])=[CH:30][C:20]3=2)[N:16]=1. (10) Given the reactants Cl[CH2:2][C:3]([N:5]1[CH2:10][CH2:9][N:8]([S:11]([C:14]2[CH:23]=[CH:22][C:21]3[C:16](=[CH:17][CH:18]=[CH:19][CH:20]=3)[CH:15]=2)(=[O:13])=[O:12])[CH2:7][CH2:6]1)=[O:4].C1COCC1.[CH3:29][NH2:30], predict the reaction product. The product is: [CH3:29][NH:30][CH2:2][C:3]([N:5]1[CH2:10][CH2:9][N:8]([S:11]([C:14]2[CH:23]=[CH:22][C:21]3[C:16](=[CH:17][CH:18]=[CH:19][CH:20]=3)[CH:15]=2)(=[O:13])=[O:12])[CH2:7][CH2:6]1)=[O:4].